From a dataset of NCI-60 drug combinations with 297,098 pairs across 59 cell lines. Regression. Given two drug SMILES strings and cell line genomic features, predict the synergy score measuring deviation from expected non-interaction effect. (1) Drug 1: C1=NC(=NC(=O)N1C2C(C(C(O2)CO)O)O)N. Drug 2: C#CCC(CC1=CN=C2C(=N1)C(=NC(=N2)N)N)C3=CC=C(C=C3)C(=O)NC(CCC(=O)O)C(=O)O. Cell line: NCI-H460. Synergy scores: CSS=65.5, Synergy_ZIP=1.41, Synergy_Bliss=0.0637, Synergy_Loewe=0.356, Synergy_HSA=0.561. (2) Drug 1: COCCOC1=C(C=C2C(=C1)C(=NC=N2)NC3=CC=CC(=C3)C#C)OCCOC.Cl. Drug 2: N.N.Cl[Pt+2]Cl. Cell line: OVCAR-8. Synergy scores: CSS=24.7, Synergy_ZIP=-12.7, Synergy_Bliss=-4.88, Synergy_Loewe=-4.53, Synergy_HSA=-2.95. (3) Drug 1: C1CCC(C1)C(CC#N)N2C=C(C=N2)C3=C4C=CNC4=NC=N3. Drug 2: CCC1(C2=C(COC1=O)C(=O)N3CC4=CC5=C(C=CC(=C5CN(C)C)O)N=C4C3=C2)O.Cl. Cell line: OVCAR3. Synergy scores: CSS=30.9, Synergy_ZIP=-7.55, Synergy_Bliss=0.794, Synergy_Loewe=-80.1, Synergy_HSA=-2.52. (4) Drug 1: CC1=C(C=C(C=C1)NC2=NC=CC(=N2)N(C)C3=CC4=NN(C(=C4C=C3)C)C)S(=O)(=O)N.Cl. Drug 2: C1=CN(C=N1)CC(O)(P(=O)(O)O)P(=O)(O)O. Cell line: HCC-2998. Synergy scores: CSS=-10.7, Synergy_ZIP=6.26, Synergy_Bliss=-2.51, Synergy_Loewe=-15.5, Synergy_HSA=-13.9.